The task is: Predict the product of the given reaction.. This data is from Forward reaction prediction with 1.9M reactions from USPTO patents (1976-2016). (1) Given the reactants [NH2:1][C:2]1[CH:3]=[C:4]([CH:21]=[CH:22][CH:23]=1)[O:5][C:6]1[CH:7]=[CH:8][C:9]2[N:10]([CH:12]=[C:13]([NH:15][C:16]([CH:18]3[CH2:20][CH2:19]3)=[O:17])[N:14]=2)[N:11]=1.[NH:24]1[C:28]([C:29](O)=[O:30])=[CH:27][CH:26]=[N:25]1.ON1C2C=CC=CC=2N=N1.Cl.CN(C)CCCN=C=NCC.C(N(CC)CC)C, predict the reaction product. The product is: [CH:18]1([C:16]([NH:15][C:13]2[N:14]=[C:9]3[CH:8]=[CH:7][C:6]([O:5][C:4]4[CH:3]=[C:2]([NH:1][C:29]([C:28]5[NH:24][N:25]=[CH:26][CH:27]=5)=[O:30])[CH:23]=[CH:22][CH:21]=4)=[N:11][N:10]3[CH:12]=2)=[O:17])[CH2:20][CH2:19]1. (2) Given the reactants [CH3:1][NH:2][C:3]([NH:5][C:6]1[CH:11]=[CH:10][CH:9]=[CH:8][C:7]=1[CH2:12][C:13]([O:15][CH3:16])=[O:14])=S.C(N(CC)CC)C.CS(Cl)(=O)=O, predict the reaction product. The product is: [CH3:1][N:2]=[C:3]=[N:5][C:6]1[CH:11]=[CH:10][CH:9]=[CH:8][C:7]=1[CH2:12][C:13]([O:15][CH3:16])=[O:14]. (3) Given the reactants [Cl-].[Cl-].[Cl-].[Al+3].[NH:5]1[C:9]2=[N:10][CH:11]=[CH:12][CH:13]=[C:8]2[CH:7]=[CH:6]1.[Cl:14][C:15]1[N:20]=[CH:19][C:18]([C:21](Cl)=[O:22])=[CH:17][CH:16]=1.CO, predict the reaction product. The product is: [Cl:14][C:15]1[N:20]=[CH:19][C:18]([C:21]([C:7]2[C:8]3[C:9](=[N:10][CH:11]=[CH:12][CH:13]=3)[NH:5][CH:6]=2)=[O:22])=[CH:17][CH:16]=1.